From a dataset of Reaction yield outcomes from USPTO patents with 853,638 reactions. Predict the reaction yield, written as a fraction of the theoretical maximum amount of product (1.0 means a 100% yield; for example, 0.34 means a 34% yield). (1) The reactants are [Cl:1][C:2]1[CH:8]=[CH:7][C:5]([NH2:6])=[C:4]([F:9])[CH:3]=1.[Li]CCCC.Cl[Si](C)(C)CC[Si](Cl)(C)C.Cl[C:26]([O:28][CH2:29][C:30]1[CH:35]=[CH:34][CH:33]=[CH:32][CH:31]=1)=[O:27]. The product is [NH2:6][C:5]1[C:4]([F:9])=[C:3]([C:2]([Cl:1])=[CH:8][CH:7]=1)[C:26]([O:28][CH2:29][C:30]1[CH:35]=[CH:34][CH:33]=[CH:32][CH:31]=1)=[O:27]. The catalyst is C1COCC1. The yield is 0.450. (2) The reactants are [C:14]1(P([C:14]2[CH:19]=[CH:18][CH:17]=[CH:16][CH:15]=2)[C:14]2[CH:19]=[CH:18][CH:17]=[CH:16][CH:15]=2)[CH:19]=[CH:18][CH:17]=[CH:16][CH:15]=1.[CH3:20][C:21]1[O:25][C:24]([CH2:26][CH2:27][OH:28])=[CH:23][CH:22]=1.[C:29]([NH:32]C1C=CC(O)=CC=1)(=[O:31])[CH3:30].CCOC(/N=N/C(OCC)=O)=O. The catalyst is C(Cl)Cl.C1COCC1. The product is [CH3:20][C:21]1[O:25][C:24]([CH2:26][CH2:27][O:28][C:14]2[CH:15]=[CH:16][C:17]([CH2:30][C:29]([NH2:32])=[O:31])=[CH:18][CH:19]=2)=[CH:23][CH:22]=1. The yield is 0.520. (3) The reactants are [Cl:1][C:2]1[CH:3]=[C:4]([C:9]2[C:14]([O:15]C)=[CH:13][C:12]([C:17]([CH3:24])([CH3:23])[C:18]([O:20][CH2:21][CH3:22])=[O:19])=[CH:11][C:10]=2[O:25]C)[CH:5]=[C:6]([Cl:8])[CH:7]=1.B(Br)(Br)Br.[Cl:31][C:32]1[CH:33]=[C:34]([C:39]2[C:44]([O:45][CH3:46])=[CH:43][C:42]([C:47]([CH3:54])([CH3:53])[C:48]([O:50][CH2:51][CH3:52])=[O:49])=[CH:41][C:40]=2[OH:55])[CH:35]=[C:36]([Cl:38])[CH:37]=1. The catalyst is C(Cl)Cl. The product is [Cl:1][C:2]1[CH:3]=[C:4]([C:9]2[C:14]([OH:15])=[CH:13][C:12]([C:17]([CH3:24])([CH3:23])[C:18]([O:20][CH2:21][CH3:22])=[O:19])=[CH:11][C:10]=2[OH:25])[CH:5]=[C:6]([Cl:8])[CH:7]=1.[Cl:31][C:32]1[CH:33]=[C:34]([C:39]2[C:44]([O:45][CH3:46])=[CH:43][C:42]([C:47]([CH3:54])([CH3:53])[C:48]([O:50][CH2:51][CH3:52])=[O:49])=[CH:41][C:40]=2[OH:55])[CH:35]=[C:36]([Cl:38])[CH:37]=1. The yield is 0.290. (4) The reactants are [C:1]1([N:7]2[C:12](=[O:13])[C:11]3[S:14][CH:15]=[C:16]([C:17]4[CH:22]=[CH:21][CH:20]=[CH:19][CH:18]=4)[C:10]=3[N:9]=[CH:8]2)[CH:6]=[CH:5][CH:4]=[CH:3][CH:2]=1.NC1C(C2C=CC=CC=2)=CSC=1[C:35](OC)=[O:36].C(OCC)(OCC)OCC.COC1C(N)=CC=CC=1. The product is [CH3:35][O:36][C:2]1[CH:3]=[CH:4][CH:5]=[CH:6][C:1]=1[N:7]1[C:12](=[O:13])[C:11]2[S:14][CH:15]=[C:16]([C:17]3[CH:18]=[CH:19][CH:20]=[CH:21][CH:22]=3)[C:10]=2[N:9]=[CH:8]1. The catalyst is C(O)(=O)C. The yield is 0.710. (5) The reactants are [N:1]([C@H:4]1[C@H:19](O)[CH2:18][C@@H:17](/[C:21](/[CH3:29])=[CH:22]/[C:23]2[N:24]=[C:25]([CH3:28])[S:26][CH:27]=2)[O:16][C:15](=[O:30])[CH2:14][C@H:13]([OH:31])[C:12]([CH3:33])([CH3:32])[C:11](=[O:34])[C@H:10]([CH3:35])[C@@H:9]([OH:36])[C@@H:8]([CH3:37])[CH2:7][CH2:6][CH2:5]1)=[N+]=[N-].N([C@H]1C[C@@H](/C(/C)=C/C2N=C(C)SC=2)OC(=O)C[C@H](O)C(C)(C)C(=O)[C@H](C)[C@@H](O)[C@@H](C)CCC[C@@H]1O)=[N+]=[N-].C1(P(C2C=CC=CC=2)C2C=CC=CC=2)C=CC=CC=1. The catalyst is C(#N)C. The product is [OH:31][C@@H:13]1[C:12]([CH3:33])([CH3:32])[C:11](=[O:34])[C@H:10]([CH3:35])[C@@H:9]([OH:36])[C@@H:8]([CH3:37])[CH2:7][CH2:6][CH2:5][C@@H:4]2[C@@H:19]([NH:1]2)[CH2:18][C@@H:17](/[C:21](/[CH3:29])=[CH:22]/[C:23]2[N:24]=[C:25]([CH3:28])[S:26][CH:27]=2)[O:16][C:15](=[O:30])[CH2:14]1. The yield is 0.460. (6) The reactants are CON(C)[C:4]([C:6]1[CH:11]=[N:10][C:9]([O:12][CH3:13])=[CH:8][N:7]=1)=[O:5].[CH3:15][Mg]Br. The catalyst is O1CCCC1.C(OCC)C. The product is [CH3:13][O:12][C:9]1[N:10]=[CH:11][C:6]([C:4](=[O:5])[CH3:15])=[N:7][CH:8]=1. The yield is 0.940. (7) The reactants are C(OC([NH:11][C@H:12]1[CH2:16][CH2:15][N:14]([C@H:17]2[CH2:22][CH2:21][N:20]([CH:23]([CH3:25])[CH3:24])[CH2:19][C@H:18]2[C:26]([O:28][CH3:29])=[O:27])[C:13]1=[O:30])=O)C1C=CC=CC=1. The catalyst is C(O)(C)C.[OH-].[Pd+2].[OH-]. The product is [NH2:11][C@H:12]1[CH2:16][CH2:15][N:14]([C@H:17]2[CH2:22][CH2:21][N:20]([CH:23]([CH3:24])[CH3:25])[CH2:19][C@H:18]2[C:26]([O:28][CH3:29])=[O:27])[C:13]1=[O:30]. The yield is 0.930. (8) The catalyst is CO. The reactants are S(=O)(=O)(O)O.[N:6]1[C:15]2[C:10](=[CH:11][C:12]([CH2:16][C:17]([OH:19])=[O:18])=[CH:13][CH:14]=2)[CH:9]=[CH:8][CH:7]=1.[OH-].[Na+].[C:22](=O)(O)[O-].[Na+]. The yield is 0.980. The product is [N:6]1[C:15]2[C:10](=[CH:11][C:12]([CH2:16][C:17]([O:19][CH3:22])=[O:18])=[CH:13][CH:14]=2)[CH:9]=[CH:8][CH:7]=1. (9) The reactants are [C:1]([O:4][C@@H:5]1[C@@H:10]([O:11][C:12](=[O:14])[CH3:13])[C@H:9]([O:15][C:16](=[O:18])[CH3:17])[CH2:8][S:7][CH:6]1Br)(=[O:3])[CH3:2].[CH3:20][C:21]1[N:22]=[C:23]2[CH:28]=[C:27]([OH:29])[CH:26]=[CH:25][N:24]2[CH:30]=1. No catalyst specified. The product is [C:1]([O:4][C@@H:5]1[C@@H:10]([O:11][C:12](=[O:14])[CH3:13])[C@H:9]([O:15][C:16](=[O:18])[CH3:17])[CH2:8][S:7][C@H:6]1[O:29][C:27]1[CH:26]=[CH:25][N:24]2[CH:30]=[C:21]([CH3:20])[N:22]=[C:23]2[CH:28]=1)(=[O:3])[CH3:2]. The yield is 0.380.